The task is: Regression. Given a peptide amino acid sequence and an MHC pseudo amino acid sequence, predict their binding affinity value. This is MHC class I binding data.. This data is from Peptide-MHC class I binding affinity with 185,985 pairs from IEDB/IMGT. (1) The peptide sequence is IEELRQHLL. The MHC is HLA-B51:01 with pseudo-sequence HLA-B51:01. The binding affinity (normalized) is 0.0122. (2) The peptide sequence is MLKLRVDVF. The MHC is HLA-A02:06 with pseudo-sequence HLA-A02:06. The binding affinity (normalized) is 0.0847.